From a dataset of Reaction yield outcomes from USPTO patents with 853,638 reactions. Predict the reaction yield, written as a fraction of the theoretical maximum amount of product (1.0 means a 100% yield; for example, 0.34 means a 34% yield). The reactants are Cl[C:2]1[CH:3]=[C:4]([NH:11][C:12]2[N:17]=[CH:16][C:15]([N:18]3[CH2:23][CH2:22][N:21](C(OC(C)(C)C)=O)[CH2:20][C@@H:19]3[CH3:31])=[CH:14][CH:13]=2)[C:5]2[N:6]([CH:8]=[CH:9][N:10]=2)[N:7]=1.[BrH:32].CC(O)=O. No catalyst specified. The product is [BrH:32].[Br:32][C:2]1[CH:3]=[C:4]([NH:11][C:12]2[CH:13]=[CH:14][C:15]([N:18]3[CH2:23][CH2:22][NH:21][CH2:20][C@@H:19]3[CH3:31])=[CH:16][N:17]=2)[C:5]2[N:6]([CH:8]=[CH:9][N:10]=2)[N:7]=1. The yield is 0.650.